This data is from CYP2C9 inhibition data for predicting drug metabolism from PubChem BioAssay. The task is: Regression/Classification. Given a drug SMILES string, predict its absorption, distribution, metabolism, or excretion properties. Task type varies by dataset: regression for continuous measurements (e.g., permeability, clearance, half-life) or binary classification for categorical outcomes (e.g., BBB penetration, CYP inhibition). Dataset: cyp2c9_veith. The molecule is C/C(CC(=O)Nc1cc(C)ccn1)=N\NC(=O)COc1cccc(C)c1. The result is 0 (non-inhibitor).